This data is from Retrosynthesis with 50K atom-mapped reactions and 10 reaction types from USPTO. The task is: Predict the reactants needed to synthesize the given product. Given the product COC(=O)c1ccc(CNc2nc(SC)ncc2C#N)cc1, predict the reactants needed to synthesize it. The reactants are: COC(=O)c1ccc(CBr)cc1.CSc1ncc(C#N)c(N)n1.